This data is from Reaction yield outcomes from USPTO patents with 853,638 reactions. The task is: Predict the reaction yield, written as a fraction of the theoretical maximum amount of product (1.0 means a 100% yield; for example, 0.34 means a 34% yield). The product is [CH3:14][C:5]1[NH:6][C:7]2[C:3]([C:4]=1[CH3:15])=[C:2]([B:19]1[O:20][C:21]([CH3:23])([CH3:22])[C:17]([CH3:33])([CH3:16])[O:18]1)[CH:10]=[CH:9][C:8]=2[C:11]([NH2:13])=[O:12]. The reactants are Br[C:2]1[CH:10]=[CH:9][C:8]([C:11]([NH2:13])=[O:12])=[C:7]2[C:3]=1[C:4]([CH3:15])=[C:5]([CH3:14])[NH:6]2.[CH3:16][C:17]1([CH3:33])[C:21]([CH3:23])([CH3:22])[O:20][B:19]([B:19]2[O:20][C:21]([CH3:23])([CH3:22])[C:17]([CH3:33])([CH3:16])[O:18]2)[O:18]1.C([O-])(=O)C.[K+]. The yield is 0.690. The catalyst is O1CCOCC1.C1C=CC(P(C2C=CC=CC=2)[C-]2C=CC=C2)=CC=1.C1C=CC(P(C2C=CC=CC=2)[C-]2C=CC=C2)=CC=1.Cl[Pd]Cl.[Fe+2].C(Cl)Cl.